This data is from Peptide-MHC class I binding affinity with 185,985 pairs from IEDB/IMGT. The task is: Regression. Given a peptide amino acid sequence and an MHC pseudo amino acid sequence, predict their binding affinity value. This is MHC class I binding data. (1) The peptide sequence is LYHFANYNF. The MHC is HLA-A02:03 with pseudo-sequence HLA-A02:03. The binding affinity (normalized) is 0. (2) The peptide sequence is IYTDEVYDY. The MHC is HLA-B15:17 with pseudo-sequence HLA-B15:17. The binding affinity (normalized) is 0.305. (3) The peptide sequence is RRWIAPHPL. The MHC is HLA-A26:02 with pseudo-sequence HLA-A26:02. The binding affinity (normalized) is 0.0847. (4) The peptide sequence is APAKKAAAK. The MHC is HLA-A02:03 with pseudo-sequence HLA-A02:03. The binding affinity (normalized) is 0.0847. (5) The peptide sequence is VILYFMYRK. The MHC is BoLA-T2a with pseudo-sequence BoLA-T2a. The binding affinity (normalized) is 0.358.